Task: Predict the product of the given reaction.. Dataset: Forward reaction prediction with 1.9M reactions from USPTO patents (1976-2016) The product is: [NH2:2][CH2:1][C:3]1[CH:8]=[CH:7][C:6]([S:9]([NH:12][C:13]2[CH:18]=[CH:17][N:16]=[CH:15][CH:14]=2)(=[O:11])=[O:10])=[CH:5][CH:4]=1. Given the reactants [C:1]([C:3]1[CH:8]=[CH:7][C:6]([S:9]([NH:12][C:13]2[CH:18]=[CH:17][N:16]=[CH:15][CH:14]=2)(=[O:11])=[O:10])=[CH:5][CH:4]=1)#[N:2].Cl.[OH-].[Na+].C(=O)([O-])[O-].[K+].[K+], predict the reaction product.